This data is from Full USPTO retrosynthesis dataset with 1.9M reactions from patents (1976-2016). The task is: Predict the reactants needed to synthesize the given product. (1) Given the product [CH3:1][C:2]1[N:3]=[C:4]([C:7]2[C:15]3[CH2:14][CH2:13][O:12][CH2:11][C:10]=3[S:9][C:8]=2[NH:16][C:25]([C:17]2[CH2:21][CH2:20][CH2:19][C:18]=2[C:22]([OH:24])=[O:23])=[O:26])[S:5][CH:6]=1, predict the reactants needed to synthesize it. The reactants are: [CH3:1][C:2]1[N:3]=[C:4]([C:7]2[C:15]3[CH2:14][CH2:13][O:12][CH2:11][C:10]=3[S:9][C:8]=2[NH2:16])[S:5][CH:6]=1.[C:17]12[C:25](=[O:26])[O:24][C:22](=[O:23])[C:18]=1[CH2:19][CH2:20][CH2:21]2. (2) Given the product [CH3:1][C:2]([CH3:8])([CH3:7])[C:3]([NH:5][NH:6][C:10](=[O:15])[C:11]([O:13][CH3:14])=[O:12])=[O:4], predict the reactants needed to synthesize it. The reactants are: [CH3:1][C:2]([CH3:8])([CH3:7])[C:3]([NH:5][NH2:6])=[O:4].Cl[C:10](=[O:15])[C:11]([O:13][CH3:14])=[O:12]. (3) Given the product [Br:1][C:2]1[CH:7]=[CH:6][C:5]([C:8](=[O:11])[CH2:9][O:33][C:31]([C@@H:29]2[CH2:30][N:24]3[C:25]4[CH:26]([C@@H:18]([NH:17][C:15]([O:14][CH3:13])=[O:16])[CH2:19][CH2:20][C:21]=4[CH:22]=[CH:23]3)[C:27](=[O:34])[CH2:28]2)=[O:32])=[CH:4][C:3]=1[F:12], predict the reactants needed to synthesize it. The reactants are: [Br:1][C:2]1[CH:7]=[CH:6][C:5]([C:8](=[O:11])[CH2:9]Cl)=[CH:4][C:3]=1[F:12].[CH3:13][O:14][C:15]([NH:17][C@@H:18]1[CH:26]2[C:27](=[O:34])[CH2:28][C@H:29]([C:31]([OH:33])=[O:32])[CH2:30][N:24]3[C:25]2=[C:21]([CH:22]=[CH:23]3)[CH2:20][CH2:19]1)=[O:16].CCN(C(C)C)C(C)C. (4) Given the product [F:37][C:36]([F:39])([F:38])[S:33]([O:25][C:5]1[CH:4]=[C:3]([O:2][CH3:1])[CH:20]=[C:19]2[C:6]=1[C@@:7]1([CH3:24])[C@H:16]([CH2:17][S:18]2)[C@:15]2([CH3:21])[C@H:10]([C:11]([CH3:23])([CH3:22])[CH2:12][CH2:13][CH2:14]2)[CH2:9][CH2:8]1)(=[O:34])=[O:32], predict the reactants needed to synthesize it. The reactants are: [CH3:1][O:2][C:3]1[CH:20]=[C:19]2[C:6]([C@@:7]3([CH3:24])[C@H:16]([CH2:17][S:18]2)[C@:15]2([CH3:21])[C@H:10]([C:11]([CH3:23])([CH3:22])[CH2:12][CH2:13][CH2:14]2)[CH2:9][CH2:8]3)=[C:5]([OH:25])[CH:4]=1.N1C=CC=CC=1.[O:32](S(C(F)(F)F)(=O)=O)[S:33]([C:36]([F:39])([F:38])[F:37])(=O)=[O:34]. (5) Given the product [Br:17][C:5]1[C:6]2=[N:7][N:8]([C:11]3[CH:16]=[CH:15][N:14]=[CH:13][CH:12]=3)[N:9]=[C:10]2[C:2]([C:18]2[CH:23]=[CH:22][C:21]([C:2]3[C:10]4[C:6](=[N:7][N:8]([C:11]5[CH:16]=[CH:15][N:14]=[CH:13][CH:12]=5)[N:9]=4)[C:5]([Br:17])=[CH:4][CH:3]=3)=[CH:20][CH:19]=2)=[CH:3][CH:4]=1, predict the reactants needed to synthesize it. The reactants are: Br[C:2]1[C:10]2[C:6](=[N:7][N:8]([C:11]3[CH:16]=[CH:15][N:14]=[CH:13][CH:12]=3)[N:9]=2)[C:5]([Br:17])=[CH:4][CH:3]=1.[C:18]1(B(O)O)[CH:23]=[CH:22][C:21](B(O)O)=[CH:20][CH:19]=1.C(=O)([O-])[O-].[Na+].[Na+].[OH-].[Na+].